This data is from Reaction yield outcomes from USPTO patents with 853,638 reactions. The task is: Predict the reaction yield, written as a fraction of the theoretical maximum amount of product (1.0 means a 100% yield; for example, 0.34 means a 34% yield). (1) The reactants are [C:1]([O:5][C:6](=[O:35])[N:7]([C:16]1[S:17][C@:18]2(C=O)[C@H:20]([C@:21]([C:25]3[CH:30]=[C:29]([Br:31])[CH:28]=[CH:27][C:26]=3[F:32])([CH2:23][F:24])[N:22]=1)[CH2:19]2)[CH2:8][O:9][CH2:10][CH2:11][Si:12]([CH3:15])([CH3:14])[CH3:13])([CH3:4])([CH3:3])[CH3:2]. The catalyst is ClCCCl. The product is [C:1]([O:5][C:6](=[O:35])[N:7]([C:16]1[S:17][C@@H:18]2[C@H:20]([C@:21]([C:25]3[CH:30]=[C:29]([Br:31])[CH:28]=[CH:27][C:26]=3[F:32])([CH2:23][F:24])[N:22]=1)[CH2:19]2)[CH2:8][O:9][CH2:10][CH2:11][Si:12]([CH3:13])([CH3:15])[CH3:14])([CH3:4])([CH3:2])[CH3:3]. The yield is 0.570. (2) The reactants are S(=O)(=O)(O)O.O.[Cl:7][C:8]1[CH:13]=[CH:12][C:11]([CH2:14][CH:15](O)[CH:16]([CH3:18])[CH3:17])=[CH:10][CH:9]=1. No catalyst specified. The product is [Cl:7][C:8]1[CH:13]=[C:12]2[C:11]([CH2:14][CH2:15][C:16]2([CH3:18])[CH3:17])=[CH:10][CH:9]=1. The yield is 0.630. (3) The product is [Br:5][C:6]1[CH:7]=[C:8]([C:13]2[C:14]([C:18]3[CH:23]=[CH:22][CH:21]=[C:20]([CH3:24])[N:19]=3)=[N:15][N:16]([CH:2]([CH3:4])[CH3:3])[CH:17]=2)[CH:9]=[CH:10][C:11]=1[F:12]. The yield is 0.630. The reactants are I[CH:2]([CH3:4])[CH3:3].[Br:5][C:6]1[CH:7]=[C:8]([C:13]2[C:14]([C:18]3[CH:23]=[CH:22][CH:21]=[C:20]([CH3:24])[N:19]=3)=[N:15][NH:16][CH:17]=2)[CH:9]=[CH:10][C:11]=1[F:12]. No catalyst specified. (4) The reactants are [Cl:1][C:2]1[CH:3]=[CH:4][C:5]([O:18][CH2:19][C:20]2[CH:25]=[CH:24][C:23]([Cl:26])=[CH:22][C:21]=2[F:27])=[C:6]([CH2:8][C:9]2[N:14]=[C:13]([C:15](O)=[O:16])[CH:12]=[CH:11][CH:10]=2)[CH:7]=1.[C:28]1([S:34]([NH2:37])(=[O:36])=[O:35])[CH:33]=[CH:32][CH:31]=[CH:30][CH:29]=1.Cl.CN(C)CCCN=C=NCC. The catalyst is ClCCl.O1CCCC1. The product is [Cl:1][C:2]1[CH:3]=[CH:4][C:5]([O:18][CH2:19][C:20]2[CH:25]=[CH:24][C:23]([Cl:26])=[CH:22][C:21]=2[F:27])=[C:6]([CH2:8][C:9]2[N:14]=[C:13]([C:15]([NH:37][S:34]([C:28]3[CH:33]=[CH:32][CH:31]=[CH:30][CH:29]=3)(=[O:36])=[O:35])=[O:16])[CH:12]=[CH:11][CH:10]=2)[CH:7]=1. The yield is 0.420. (5) The reactants are [F:1][C:2]1[CH:3]=[C:4]2[C:8](=[CH:9][CH:10]=1)[N:7]([C:11]1[CH:16]=[CH:15][C:14]([O:17][CH2:18][C:19]3[CH:24]=[CH:23][CH:22]=[CH:21][CH:20]=3)=[CH:13][CH:12]=1)[C:6]([CH3:25])=[C:5]2[CH:26]=O.Cl.[NH2:29][OH:30].CO. The catalyst is N1C=CC=CC=1. The product is [F:1][C:2]1[CH:3]=[C:4]2[C:8](=[CH:9][CH:10]=1)[N:7]([C:11]1[CH:16]=[CH:15][C:14]([O:17][CH2:18][C:19]3[CH:24]=[CH:23][CH:22]=[CH:21][CH:20]=3)=[CH:13][CH:12]=1)[C:6]([CH3:25])=[C:5]2[CH:26]=[N:29][OH:30]. The yield is 0.880. (6) The reactants are O.[NH2:2][NH2:3].C[O:5][C:6](=O)[C:7]([NH:9][C:10]1[CH:15]=[CH:14][C:13]([C@H:16]2[CH2:21][CH2:20][C@H:19]([C:22]([O:24][C:25]([CH3:28])([CH3:27])[CH3:26])=[O:23])[CH2:18][CH2:17]2)=[CH:12][CH:11]=1)=[O:8]. The catalyst is CCO. The product is [NH:2]([C:6](=[O:5])[C:7]([NH:9][C:10]1[CH:15]=[CH:14][C:13]([C@H:16]2[CH2:21][CH2:20][C@H:19]([C:22]([O:24][C:25]([CH3:28])([CH3:27])[CH3:26])=[O:23])[CH2:18][CH2:17]2)=[CH:12][CH:11]=1)=[O:8])[NH2:3]. The yield is 0.920.